From a dataset of Peptide-MHC class I binding affinity with 185,985 pairs from IEDB/IMGT. Regression. Given a peptide amino acid sequence and an MHC pseudo amino acid sequence, predict their binding affinity value. This is MHC class I binding data. The peptide sequence is ILRNYLRLY. The MHC is HLA-A03:01 with pseudo-sequence HLA-A03:01. The binding affinity (normalized) is 0.402.